Predict which catalyst facilitates the given reaction. From a dataset of Catalyst prediction with 721,799 reactions and 888 catalyst types from USPTO. (1) Reactant: [Cl:1][C:2]1[CH:3]=[C:4]([NH:17][C:18]2[C:23]3=[C:24]([CH3:30])[C:25](C(O)=O)=[CH:26][N:22]3[N:21]=[CH:20][N:19]=2)[CH:5]=[CH:6][C:7]=1[O:8][CH2:9][C:10]1[CH:15]=[CH:14][CH:13]=[C:12]([F:16])[CH:11]=1.C1C=CC(P(N=[N+]=[N-])(C2C=CC=CC=2)=[O:38])=CC=1.CC[N:50]([CH2:53]C)CC.[C:55]([O:59][C:60]([N:62]1[CH2:67][CH2:66][O:65][CH2:64][C@@H:63]1[CH2:68][OH:69])=[O:61])([CH3:58])([CH3:57])[CH3:56]. Product: [C:55]([O:59][C:60]([N:62]1[CH2:67][CH2:66][O:65][CH2:64][C@@H:63]1[CH2:68][O:69][C:53](=[O:38])[NH:50][C:25]1[C:24]([CH3:30])=[C:23]2[N:22]([CH:26]=1)[N:21]=[CH:20][N:19]=[C:18]2[NH:17][C:4]1[CH:5]=[CH:6][C:7]([O:8][CH2:9][C:10]2[CH:15]=[CH:14][CH:13]=[C:12]([F:16])[CH:11]=2)=[C:2]([Cl:1])[CH:3]=1)=[O:61])([CH3:58])([CH3:57])[CH3:56]. The catalyst class is: 260. (2) Reactant: Br[C:2]1[CH:3]=[C:4]2[C:9](=[CH:10][CH:11]=1)[C:8](=[O:12])[NH:7][N:6]=[C:5]2[Cl:13].[Cl:14][C:15]1[CH:16]=[C:17]([CH:20]=[C:21]([Cl:23])[CH:22]=1)[CH2:18][NH2:19].C1C=CC(P(C2C(C3C(P(C4C=CC=CC=4)C4C=CC=CC=4)=CC=C4C=3C=CC=C4)=C3C(C=CC=C3)=CC=2)C2C=CC=CC=2)=CC=1.CC([O-])(C)C.[Na+]. Product: [Cl:13][C:5]1[C:4]2[C:9](=[CH:10][CH:11]=[C:2]([NH:19][CH2:18][C:17]3[CH:16]=[C:15]([Cl:14])[CH:22]=[C:21]([Cl:23])[CH:20]=3)[CH:3]=2)[C:8](=[O:12])[NH:7][N:6]=1. The catalyst class is: 686. (3) Reactant: [CH2:1]([NH:3][CH:4]1[CH2:13][CH2:12][C:7]2([O:11][CH2:10][CH2:9][O:8]2)[CH2:6][CH2:5]1)[CH3:2].[CH2:14]([O:21][C:22](Cl)=[O:23])[C:15]1[CH:20]=[CH:19][CH:18]=[CH:17][CH:16]=1. Product: [CH2:1]([N:3]([CH:4]1[CH2:13][CH2:12][C:7]2([O:8][CH2:9][CH2:10][O:11]2)[CH2:6][CH2:5]1)[C:22](=[O:23])[O:21][CH2:14][C:15]1[CH:20]=[CH:19][CH:18]=[CH:17][CH:16]=1)[CH3:2]. The catalyst class is: 1.